From a dataset of Full USPTO retrosynthesis dataset with 1.9M reactions from patents (1976-2016). Predict the reactants needed to synthesize the given product. (1) Given the product [CH2:4]([O:3][C:1](=[O:2])[NH:11][C@H:12]([C:16]([NH:54][NH:53][CH2:52][C:51]1[CH:55]=[CH:56][C:48]([Br:47])=[CH:49][CH:50]=1)=[O:18])[CH:13]([CH3:14])[CH3:15])[C:5]1[CH:6]=[CH:7][CH:8]=[CH:9][CH:10]=1, predict the reactants needed to synthesize it. The reactants are: [C:1]([NH:11][C@H:12]([C:16]([OH:18])=O)[CH:13]([CH3:15])[CH3:14])([O:3][CH2:4][C:5]1[CH:10]=[CH:9][CH:8]=[CH:7][CH:6]=1)=[O:2].CCN=C=NCCCN(C)C.C1C=CC2N(O)N=NC=2C=1.CN1CCOCC1.[Br:47][C:48]1[CH:56]=[CH:55][C:51]([CH2:52][NH:53][NH2:54])=[CH:50][CH:49]=1. (2) Given the product [NH2:24][C:25]1=[N:26][C:27](=[O:31])[N:28]([CH3:30])/[C:29]/1=[CH:40]\[CH:41]1[CH2:44][CH2:11][N:6]([CH2:5][C:4]2[CH:14]=[CH:15][C:16]([C:18]([F:20])([F:19])[F:21])=[CH:17][C:3]=2[C:2]([F:23])([F:22])[F:1])[CH2:7][CH2:42]1, predict the reactants needed to synthesize it. The reactants are: [F:1][C:2]([F:23])([F:22])[C:3]1[CH:17]=[C:16]([C:18]([F:21])([F:20])[F:19])[CH:15]=[CH:14][C:4]=1[CH2:5][N:6]1[CH2:11]CC(C=O)C[CH2:7]1.[NH:24]=[C:25]1[CH2:29][N:28]([CH3:30])[C:27](=[O:31])[N:26]1C(C1C=CC=CC=1)=O.[CH3:40][C:41]([CH3:44])([O-])[CH3:42].[K+].[Cl-].[NH4+]. (3) Given the product [C:8]([C:7]1[CH:6]=[CH:5][C:4]([C:10]2[N:15]=[C:14]([C:16]([NH2:18])=[O:17])[C:13]([NH:19][CH2:20][CH3:21])=[CH:12][CH:11]=2)=[CH:3][C:2]=1[C:23]#[C:22][C@:24]1([OH:31])[CH2:28][CH2:27][N:26]([CH3:29])[C:25]1=[O:30])#[N:9], predict the reactants needed to synthesize it. The reactants are: Cl[C:2]1[CH:3]=[C:4]([C:10]2[N:15]=[C:14]([C:16]([NH2:18])=[O:17])[C:13]([NH:19][CH2:20][CH3:21])=[CH:12][CH:11]=2)[CH:5]=[CH:6][C:7]=1[C:8]#[N:9].[C:22]([C@:24]1([OH:31])[CH2:28][CH2:27][N:26]([CH3:29])[C:25]1=[O:30])#[CH:23]. (4) Given the product [C:1]([NH:8][CH2:9][CH2:10][C:11]1[CH:19]=[C:18]([F:20])[C:14]([C:15]([NH2:24])=[O:16])=[C:13]([F:21])[CH:12]=1)([O:3][C:4]([CH3:7])([CH3:6])[CH3:5])=[O:2], predict the reactants needed to synthesize it. The reactants are: [C:1]([NH:8][CH2:9][CH2:10][C:11]1[CH:19]=[C:18]([F:20])[C:14]([C:15](O)=[O:16])=[C:13]([F:21])[CH:12]=1)([O:3][C:4]([CH3:7])([CH3:6])[CH3:5])=[O:2].C([N:24](CC)CC)C.ClC(OCC)=O.N. (5) Given the product [O:1]([C:8]1[CH:31]=[CH:30][C:11]([C:12]([NH:14][C:49]2[CH:50]=[C:51]([CH:61]=[CH:62][CH:63]=2)[CH2:52][P:53](=[O:60])([O:57][CH2:58][CH3:59])[O:54][CH2:55][CH3:56])=[O:13])=[CH:10][CH:9]=1)[C:2]1[CH:7]=[CH:6][CH:5]=[CH:4][CH:3]=1, predict the reactants needed to synthesize it. The reactants are: [O:1]([C:8]1[CH:31]=[CH:30][C:11]([C:12]([NH:14]C2C=CC(CP(=O)(OCC)OCC)=CC=2)=[O:13])=[CH:10][CH:9]=1)[C:2]1[CH:7]=[CH:6][CH:5]=[CH:4][CH:3]=1.O(C1C=CC(C(O)=O)=CC=1)C1C=CC=CC=1.N[C:49]1[CH:50]=[C:51]([CH:61]=[CH:62][CH:63]=1)[CH2:52][P:53](=[O:60])([O:57][CH2:58][CH3:59])[O:54][CH2:55][CH3:56].C(Cl)CCl. (6) The reactants are: Br[C:2]1[CH:3]=[C:4]([OH:21])[C:5]([C:12]([NH:14][CH2:15][C:16]([O:18]CC)=[O:17])=[O:13])=[C:6]2[C:11]=1[N:10]=[CH:9][CH:8]=[N:7]2.[CH3:22][N:23]1[CH:27]=[CH:26][C:25](B2OC(C)(C)C(C)(C)O2)=[N:24]1.C(=O)([O-])[O-].[K+].[K+].[OH-].[Na+]. Given the product [OH:21][C:4]1[C:5]([C:12]([NH:14][CH2:15][C:16]([OH:18])=[O:17])=[O:13])=[C:6]2[C:11](=[C:2]([C:25]3[CH:26]=[CH:27][N:23]([CH3:22])[N:24]=3)[CH:3]=1)[N:10]=[CH:9][CH:8]=[N:7]2, predict the reactants needed to synthesize it. (7) Given the product [CH3:1][O:2][C:3]([C@@H:5]1[CH2:9][C@@H:8]([S:10]([C:13]2[CH:18]=[CH:17][C:16]([F:19])=[CH:15][C:14]=2[Cl:20])(=[O:12])=[O:11])[CH2:7][N:6]1[C:21](=[O:26])[CH2:22][C:23](=[O:24])[CH3:25])=[O:4], predict the reactants needed to synthesize it. The reactants are: [CH3:1][O:2][C:3]([C@@H:5]1[CH2:9][C@@H:8]([S:10]([C:13]2[CH:18]=[CH:17][C:16]([F:19])=[CH:15][C:14]=2[Cl:20])(=[O:12])=[O:11])[CH2:7][NH:6]1)=[O:4].[C:21](OC(C)(C)C)(=[O:26])[CH2:22][C:23]([CH3:25])=[O:24]. (8) Given the product [F:27][C:28]([F:32])([F:31])[CH2:29][NH:30][C:4]([C:6]1[N:7]=[N:8][C:9]([NH:12][CH2:13][C:14]2[C:15]([C:20]3[CH:21]=[CH:22][C:23]([F:26])=[CH:24][CH:25]=3)=[N:16][O:17][C:18]=2[CH3:19])=[CH:10][CH:11]=1)=[O:3], predict the reactants needed to synthesize it. The reactants are: C([O:3][C:4]([C:6]1[N:7]=[N:8][C:9]([NH:12][CH2:13][C:14]2[C:15]([C:20]3[CH:25]=[CH:24][C:23]([F:26])=[CH:22][CH:21]=3)=[N:16][O:17][C:18]=2[CH3:19])=[CH:10][CH:11]=1)=O)C.[F:27][C:28]([F:32])([F:31])[CH2:29][NH2:30]. (9) Given the product [CH3:17][O:16][C:13]1[CH:14]=[CH:15][C:8]2[C:7]([O:6][C:5]3[CH:18]=[CH:19][CH:2]=[CH:3][C:4]=3/[CH:22]=[CH:21]/[C:20]([O:24][CH3:25])=[O:23])=[CH:11][S:10][C:9]=2[CH:12]=1, predict the reactants needed to synthesize it. The reactants are: Br[C:2]1[CH:19]=[CH:18][C:5]([O:6][C:7]2[C:8]3[CH:15]=[CH:14][C:13]([O:16][CH3:17])=[CH:12][C:9]=3[S:10][CH:11]=2)=[CH:4][CH:3]=1.[C:20]([O:24][CH3:25])(=[O:23])[CH:21]=[CH2:22].C(N(CC)CC)C.